From a dataset of Forward reaction prediction with 1.9M reactions from USPTO patents (1976-2016). Predict the product of the given reaction. Given the reactants [NH2:1][C@@H:2]1[CH2:7][CH2:6][CH2:5][N:4]([C:8]2[N:13](CC3C=C(F)C=CC=3Br)[C:12](=[O:23])[N:11]([CH3:24])[C:10](=[O:25])[CH:9]=2)[CH2:3]1.[Cl:26][C:27]1[CH:34]=[C:33]([F:35])[CH:32]=[CH:31][C:28]=1[CH2:29]Br, predict the reaction product. The product is: [NH2:1][C@@H:2]1[CH2:7][CH2:6][CH2:5][N:4]([C:8]2[N:13]([CH2:29][C:28]3[CH:31]=[CH:32][C:33]([F:35])=[CH:34][C:27]=3[Cl:26])[C:12](=[O:23])[N:11]([CH3:24])[C:10](=[O:25])[CH:9]=2)[CH2:3]1.